From a dataset of Catalyst prediction with 721,799 reactions and 888 catalyst types from USPTO. Predict which catalyst facilitates the given reaction. Reactant: Br[C:2]1[CH:10]=[CH:9][C:5]([C:6]([OH:8])=[O:7])=[C:4]([O:11][C:12]([F:15])([F:14])[F:13])[CH:3]=1.[CH:16]([B-](F)(F)F)=[CH2:17].[K+].C(=O)([O-])[O-].[K+].[K+]. Product: [F:13][C:12]([F:15])([F:14])[O:11][C:4]1[CH:3]=[C:2]([CH:16]=[CH2:17])[CH:10]=[CH:9][C:5]=1[C:6]([OH:8])=[O:7]. The catalyst class is: 58.